Dataset: Reaction yield outcomes from USPTO patents with 853,638 reactions. Task: Predict the reaction yield, written as a fraction of the theoretical maximum amount of product (1.0 means a 100% yield; for example, 0.34 means a 34% yield). (1) The reactants are [C:1]1([C:7]2[C:8]3[CH:18]=[CH:17][CH:16]=[CH:15][C:9]=3[S:10][C:11]=2C(O)=O)[CH:6]=[CH:5][CH:4]=[CH:3][CH:2]=1.CC[N:21]([CH2:24]C)CC.C1(P(N=[N+]=[N-])(C2C=CC=CC=2)=[O:33])C=CC=CC=1.[C:43]([OH:47])([CH3:46])([CH3:45])[CH3:44]. No catalyst specified. The product is [C:43]([O:47][C:24](=[O:33])[NH:21][C:11]1[S:10][C:9]2[CH:15]=[CH:16][CH:17]=[CH:18][C:8]=2[C:7]=1[C:1]1[CH:2]=[CH:3][CH:4]=[CH:5][CH:6]=1)([CH3:46])([CH3:45])[CH3:44]. The yield is 0.320. (2) The reactants are [CH3:1]C(C)([O-])C.[K+].[I-].C[S+](C)(C)=O.[Br:13][C:14]1[CH:15]=[CH:16][CH:17]=[C:18]2[C:23]=1[N:22]=[C:21]([C:24]([C:26]1[CH:31]=[CH:30][CH:29]=[CH:28][CH:27]=1)=[CH2:25])[N:20]=[CH:19]2. The catalyst is CS(C)=O.O.Cl. The product is [Br:13][C:14]1[CH:15]=[CH:16][CH:17]=[C:18]2[C:23]=1[N:22]=[C:21]([C:24]1([C:26]3[CH:27]=[CH:28][CH:29]=[CH:30][CH:31]=3)[CH2:1][CH2:25]1)[N:20]=[CH:19]2. The yield is 0.370.